Dataset: Catalyst prediction with 721,799 reactions and 888 catalyst types from USPTO. Task: Predict which catalyst facilitates the given reaction. Reactant: [BH4-].[Li+].O1CCCC1.[Cl:8][C:9]1[CH:17]=[C:16]2[C:12]([C@@:13]3([C@@H:22]([C:23]4[CH:28]=[C:27]([C:29](OC)=[O:30])[CH:26]=[C:25]([Cl:33])[CH:24]=4)[C@H:21]([C:34]([NH:36][C@@H:37]4[CH2:42][CH2:41][C@@H:40]([CH2:43][OH:44])[O:39][CH2:38]4)=[O:35])[NH:20][C:19]43[CH2:49][CH2:48][C:47]([CH3:51])([CH3:50])[CH2:46][CH2:45]4)[C:14](=[O:18])[NH:15]2)=[CH:11][CH:10]=1. Product: [Cl:8][C:9]1[CH:17]=[C:16]2[C:12]([C@@:13]3([C@@H:22]([C:23]4[CH:28]=[C:27]([CH2:29][OH:30])[CH:26]=[C:25]([Cl:33])[CH:24]=4)[C@H:21]([C:34]([NH:36][C@@H:37]4[CH2:42][CH2:41][C@@H:40]([CH2:43][OH:44])[O:39][CH2:38]4)=[O:35])[NH:20][C:19]43[CH2:49][CH2:48][C:47]([CH3:51])([CH3:50])[CH2:46][CH2:45]4)[C:14](=[O:18])[NH:15]2)=[CH:11][CH:10]=1. The catalyst class is: 6.